From a dataset of Catalyst prediction with 721,799 reactions and 888 catalyst types from USPTO. Predict which catalyst facilitates the given reaction. (1) Reactant: [CH2:1]([N:8]1[CH2:13][CH2:12][NH:11][C@H:10]([CH3:14])[CH2:9]1)[C:2]1[CH:7]=[CH:6][CH:5]=[CH:4][CH:3]=1.C(N(CC)CC)C.[O:22](C(OC(C)(C)C)=O)[C:23]([O:25][C:26]([CH3:29])([CH3:28])[CH3:27])=O. Product: [CH2:1]([N:8]1[CH2:13][CH2:12][N:11]([C:23]([O:25][C:26]([CH3:29])([CH3:28])[CH3:27])=[O:22])[C@H:10]([CH3:14])[CH2:9]1)[C:2]1[CH:3]=[CH:4][CH:5]=[CH:6][CH:7]=1. The catalyst class is: 4. (2) Reactant: [CH2:1]([O:8][C:9]1[CH:14]=[CH:13][C:12]([N:15]([CH3:62])[C:16]([C:18]2[CH:19]=[C:20]([C:27]3[CH:28]=[C:29]4[C:33](=[CH:34][C:35]=3[C:36]([N:38]3[C@H:47]([CH2:48][N:49]5[CH2:54][CH2:53][O:52][CH2:51][CH2:50]5)[CH2:46][C:45]5[C:40](=[CH:41][CH:42]=[CH:43][CH:44]=5)[CH2:39]3)=[O:37])[CH2:32][N:31](C(OC(C)(C)C)=O)[CH2:30]4)[N:21]3[C:26]=2[CH2:25][CH2:24][CH2:23][CH2:22]3)=[O:17])=[CH:11][CH:10]=1)[C:2]1[CH:7]=[CH:6][CH:5]=[CH:4][CH:3]=1.FC(F)(F)C(O)=O.O.[OH-].[Na+]. Product: [CH2:1]([O:8][C:9]1[CH:14]=[CH:13][C:12]([N:15]([CH3:62])[C:16]([C:18]2[CH:19]=[C:20]([C:27]3[CH:28]=[C:29]4[C:33](=[CH:34][C:35]=3[C:36]([N:38]3[C@H:47]([CH2:48][N:49]5[CH2:50][CH2:51][O:52][CH2:53][CH2:54]5)[CH2:46][C:45]5[C:40](=[CH:41][CH:42]=[CH:43][CH:44]=5)[CH2:39]3)=[O:37])[CH2:32][NH:31][CH2:30]4)[N:21]3[C:26]=2[CH2:25][CH2:24][CH2:23][CH2:22]3)=[O:17])=[CH:11][CH:10]=1)[C:2]1[CH:3]=[CH:4][CH:5]=[CH:6][CH:7]=1. The catalyst class is: 4.